From a dataset of Peptide-MHC class I binding affinity with 185,985 pairs from IEDB/IMGT. Regression. Given a peptide amino acid sequence and an MHC pseudo amino acid sequence, predict their binding affinity value. This is MHC class I binding data. (1) The peptide sequence is SGFMPKCSK. The MHC is HLA-A33:01 with pseudo-sequence HLA-A33:01. The binding affinity (normalized) is 0.222. (2) The peptide sequence is ILYKDDMGV. The MHC is HLA-A01:01 with pseudo-sequence HLA-A01:01. The binding affinity (normalized) is 0.0199. (3) The peptide sequence is QTLQDPRVR. The MHC is HLA-A02:01 with pseudo-sequence HLA-A02:01. The binding affinity (normalized) is 0. (4) The MHC is HLA-A03:01 with pseudo-sequence HLA-A03:01. The binding affinity (normalized) is 0.454. The peptide sequence is KSINKVYGR. (5) The peptide sequence is FLSHHFTLV. The MHC is HLA-A02:06 with pseudo-sequence HLA-A02:06. The binding affinity (normalized) is 1.00. (6) The peptide sequence is KTIYAVDSF. The MHC is HLA-B15:01 with pseudo-sequence HLA-B15:01. The binding affinity (normalized) is 0.871. (7) The peptide sequence is KRDKKKEYN. The MHC is Mamu-B03 with pseudo-sequence Mamu-B03. The binding affinity (normalized) is 0.240. (8) The peptide sequence is LLIDDSFSS. The MHC is HLA-B07:02 with pseudo-sequence HLA-B07:02. The binding affinity (normalized) is 0.0847. (9) The peptide sequence is ASPILRFLY. The MHC is HLA-A29:02 with pseudo-sequence HLA-A29:02. The binding affinity (normalized) is 0.582. (10) The peptide sequence is GRQEKNPAL. The MHC is HLA-A11:01 with pseudo-sequence HLA-A11:01. The binding affinity (normalized) is 0.0847.